From a dataset of Experimental lipophilicity measurements (octanol/water distribution) for 4,200 compounds from AstraZeneca. Regression/Classification. Given a drug SMILES string, predict its absorption, distribution, metabolism, or excretion properties. Task type varies by dataset: regression for continuous measurements (e.g., permeability, clearance, half-life) or binary classification for categorical outcomes (e.g., BBB penetration, CYP inhibition). For this dataset (lipophilicity_astrazeneca), we predict Y. (1) The drug is N=C(N)c1cc2c(OCc3ccccc3)cccc2s1. The Y is 1.16 logD. (2) The molecule is O=C(c1cc2cc(Cl)ccc2[nH]1)N1CCNCC1. The Y is 1.65 logD. (3) The molecule is O=C(O)c1ccc(N2CCC(CN3CCC(Oc4ccc(Cl)c(Cl)c4)CC3)CC2)cc1. The Y is 2.31 logD. (4) The drug is CNC(=O)c1cc(-c2nc(N3CCOCC3)cc(C3(S(C)(=O)=O)CC3)n2)c2cc[nH]c2c1. The Y is 1.70 logD.